Dataset: Drug-target binding data from BindingDB using IC50 measurements. Task: Regression. Given a target protein amino acid sequence and a drug SMILES string, predict the binding affinity score between them. We predict pIC50 (pIC50 = -log10(IC50 in M); higher means more potent). Dataset: bindingdb_ic50. The drug is CC1Oc2cc(-c3cn(C)c(=O)c4[nH]ccc34)ccc2NC1=O. The target protein sequence is MREEKKTKDLFELDDDFTAMYKVLDVVKAHKDSWPFLEPVDESYAPNYYQIIKAPMDISSMEKKLNGGLYCTKEEFVNDMKTMFRNCRKYNGESSEYTKMSDNLERCFHRAMMKH. The pIC50 is 7.4.